This data is from Full USPTO retrosynthesis dataset with 1.9M reactions from patents (1976-2016). The task is: Predict the reactants needed to synthesize the given product. (1) Given the product [C:32]([C:29]1([C:25]2[CH:24]=[C:23]([CH:28]=[CH:27][CH:26]=2)[C:22]([NH:21][C:17]2[CH:18]=[CH:19][CH:20]=[C:15]([O:14][C:11]3[CH:12]=[CH:13][C:8]4[N:9]([CH:35]=[C:6]([NH:5][C:3](=[O:4])[CH2:2][N:40]5[CH2:41][CH2:42][N:37]([CH3:36])[CH2:38][CH2:39]5)[N:7]=4)[N:10]=3)[CH:16]=2)=[O:34])[CH2:31][CH2:30]1)#[N:33], predict the reactants needed to synthesize it. The reactants are: Cl[CH2:2][C:3]([NH:5][C:6]1[N:7]=[C:8]2[CH:13]=[CH:12][C:11]([O:14][C:15]3[CH:16]=[C:17]([NH:21][C:22](=[O:34])[C:23]4[CH:28]=[CH:27][CH:26]=[C:25]([C:29]5([C:32]#[N:33])[CH2:31][CH2:30]5)[CH:24]=4)[CH:18]=[CH:19][CH:20]=3)=[N:10][N:9]2[CH:35]=1)=[O:4].[CH3:36][N:37]1[CH2:42][CH2:41][NH:40][CH2:39][CH2:38]1.C(=O)([O-])O.[Na+]. (2) Given the product [Cl:1][C:2]1[CH:3]=[C:4]2[C:12](=[CH:13][C:14]=1[Cl:15])[NH:11][C:10]1[C:9]([CH3:17])([OH:16])[CH2:8][CH2:7][CH2:6][C:5]2=1, predict the reactants needed to synthesize it. The reactants are: [Cl:1][C:2]1[CH:3]=[C:4]2[C:12](=[CH:13][C:14]=1[Cl:15])[NH:11][C:10]1[C:9](=[O:16])[CH2:8][CH2:7][CH2:6][C:5]2=1.[CH3:17][Mg]Cl. (3) The reactants are: Cl[C:2]1[N:7]=[C:6]([C:8]2[C:16]3[C:11](=[CH:12][CH:13]=[C:14]([C:17]4[CH:22]=[N:21][CH:20]=[C:19]([CH:23]5[CH2:25][CH2:24]5)[N:18]=4)[CH:15]=3)[N:10]([CH:26]3[CH2:31][CH2:30][CH2:29][CH2:28][O:27]3)[N:9]=2)[CH:5]=[N:4][CH:3]=1.C1(P(C2CCCCC2)C2C=CC=CC=2C2C(CCC)=CC(CCC)=CC=2CCC)CCCCC1.CC(C1C=C(C(C)C)C(C2C=CC=CC=2P(C2CCCCC2)C2CCCCC2)=C(C(C)C)C=1)C.[Br-].[CH:101]1([Zn+])[CH2:103][CH2:102]1. Given the product [CH:101]1([C:2]2[N:7]=[C:6]([C:8]3[C:16]4[C:11](=[CH:12][CH:13]=[C:14]([C:17]5[CH:22]=[N:21][CH:20]=[C:19]([CH:23]6[CH2:25][CH2:24]6)[N:18]=5)[CH:15]=4)[N:10]([CH:26]4[CH2:31][CH2:30][CH2:29][CH2:28][O:27]4)[N:9]=3)[CH:5]=[N:4][CH:3]=2)[CH2:103][CH2:102]1, predict the reactants needed to synthesize it. (4) Given the product [CH3:1][CH2:2][O:3][C:4]([C:6]1[CH:11]([C:12]2[C:17]([Cl:18])=[CH:16][CH:15]=[CH:14][CH:13]=2)[C:10]([C:19]([O:21][CH3:22])=[O:20])=[C:9]([CH3:23])[NH:8][C:7]=1[CH2:24][O:25][CH2:26][CH2:27][NH2:28])=[O:5], predict the reactants needed to synthesize it. The reactants are: [CH3:1][CH2:2][O:3][C:4]([C:6]1[CH:11]([C:12]2[CH:13]=[CH:14][CH:15]=[CH:16][C:17]=2[Cl:18])[C:10]([C:19]([O:21][CH3:22])=[O:20])=[C:9]([CH3:23])[NH:8][C:7]=1[CH2:24][O:25][CH2:26][CH2:27][NH2:28])=[O:5].C1C=CC(S(O)(=O)=O)=CC=1.CC(C1N(CC[C@@H](O)C[C@@H](O)CC([O-])=O)C(C2C=CC(F)=CC=2)=C(C2C=CC=CC=2)C=1C(NC1C=CC=CC=1)=O)C.CC(C1N(CC[C@@H](O)C[C@@H](O)CC([O-])=O)C(C2C=CC(F)=CC=2)=C(C2C=CC=CC=2)C=1C(NC1C=CC=CC=1)=O)C.[Ca+2].